This data is from Forward reaction prediction with 1.9M reactions from USPTO patents (1976-2016). The task is: Predict the product of the given reaction. (1) Given the reactants Br[C:2]1[CH:3]=[C:4]2[C:9](=[CH:10][CH:11]=1)[N:8]=[CH:7][C:6]([C:12]([CH:14]1[CH2:16][CH2:15]1)=[O:13])=[C:5]2[NH:17][C:18]1[CH:19]=[CH:20][C:21]([N:24]2[CH2:29][CH2:28][CH2:27][CH:26]([NH:30]C(=O)OC(C)(C)C)[CH2:25]2)=[N:22][CH:23]=1.[Cl:38][C:39]1[CH:44]=[C:43](B2OC(C)(C)C(C)(C)O2)[CH:42]=[C:41]([F:54])[C:40]=1[OH:55], predict the reaction product. The product is: [NH2:30][CH:26]1[CH2:27][CH2:28][CH2:29][N:24]([C:21]2[N:22]=[CH:23][C:18]([NH:17][C:5]3[C:4]4[C:9](=[CH:10][CH:11]=[C:2]([C:43]5[CH:42]=[C:41]([F:54])[C:40]([OH:55])=[C:39]([Cl:38])[CH:44]=5)[CH:3]=4)[N:8]=[CH:7][C:6]=3[C:12]([CH:14]3[CH2:16][CH2:15]3)=[O:13])=[CH:19][CH:20]=2)[CH2:25]1. (2) Given the reactants C([O:5][C:6]([C:8]1[N:13]=[C:12]([CH:14]2[CH2:19][CH2:18][N:17]([CH3:20])[CH2:16][CH2:15]2)[CH:11]=[CH:10][CH:9]=1)=[O:7])(C)(C)C.[ClH:21], predict the reaction product. The product is: [ClH:21].[CH3:20][N:17]1[CH2:16][CH2:15][CH:14]([C:12]2[CH:11]=[CH:10][CH:9]=[C:8]([C:6]([OH:7])=[O:5])[N:13]=2)[CH2:19][CH2:18]1. (3) Given the reactants [CH3:1][C@@H:2]1[C:7](=[CH2:8])[C@H:6]([OH:9])[CH:5]=[C:4]([C:10]2[CH:15]=[CH:14][N:13]=[CH:12][C:11]=2[N+:16]([O-:18])=[O:17])[CH2:3]1.N1C=CN=C1.[CH3:24][C:25]([Si:28](Cl)([CH3:30])[CH3:29])([CH3:27])[CH3:26], predict the reaction product. The product is: [Si:28]([O:9][C@H:6]1[C:7](=[CH2:8])[C@@H:2]([CH3:1])[CH2:3][C:4]([C:10]2[CH:15]=[CH:14][N:13]=[CH:12][C:11]=2[N+:16]([O-:18])=[O:17])=[CH:5]1)([C:25]([CH3:27])([CH3:26])[CH3:24])([CH3:30])[CH3:29]. (4) Given the reactants [Cl:1][C:2]1[C:7]([N+:8]([O-])=O)=[C:6]([NH:11][CH3:12])[CH:5]=[C:4]([Cl:13])[N:3]=1.[Sn](Cl)Cl.Cl.[OH-].[Na+], predict the reaction product. The product is: [Cl:1][C:2]1[C:7]([NH2:8])=[C:6]([NH:11][CH3:12])[CH:5]=[C:4]([Cl:13])[N:3]=1. (5) Given the reactants Cl.[Cl:2][C:3]1[CH:11]=[C:10]2[C:6]([CH2:7][CH2:8][C@H:9]2[NH2:12])=[C:5]([F:13])[CH:4]=1.[CH:14](=O)[C:15]1[CH:20]=[CH:19][CH:18]=[CH:17][CH:16]=1.[C:22]([N:25]1[CH2:30][CH2:29][N:28]2[C:31]([C:34]([OH:36])=O)=[CH:32][N:33]=[C:27]2[CH2:26]1)(=[O:24])[CH3:23].C1(C2CCC([N+:49]#[C-:50])=CC2)C=CC=CC=1.C[OH:52], predict the reaction product. The product is: [C:22]([N:25]1[CH2:30][CH2:29][N:28]2[C:31]([C:34]([N:12]([C@@H:14]([C:50](=[O:52])[NH2:49])[C:15]3[CH:20]=[CH:19][CH:18]=[CH:17][CH:16]=3)[C@H:9]3[C:10]4[C:6](=[C:5]([F:13])[CH:4]=[C:3]([Cl:2])[CH:11]=4)[CH2:7][CH2:8]3)=[O:36])=[CH:32][N:33]=[C:27]2[CH2:26]1)(=[O:24])[CH3:23]. (6) Given the reactants [Br:1][C:2]1[N:7]2[N:8]=[C:9]([CH3:11])[CH:10]=[C:6]2[CH:5]=[CH:4][CH:3]=1.F[B-](F)(F)F.[O:17]=[N+:18]=[O:19], predict the reaction product. The product is: [Br:1][C:2]1[N:7]2[N:8]=[C:9]([CH3:11])[C:10]([N+:18]([O-:19])=[O:17])=[C:6]2[CH:5]=[CH:4][CH:3]=1. (7) Given the reactants [C:1]([C:5]1[CH:10]=[CH:9][C:8]([C:11]2[CH:12]=[C:13]3[C:17](=[CH:18][CH:19]=2)[N:16]([C:20]2[CH:25]=[CH:24][C:23]([O:26][CH:27]4[CH2:31][CH2:30][CH2:29][CH2:28]4)=[CH:22][CH:21]=2)[C:15]([CH:32]=O)=[CH:14]3)=[CH:7][CH:6]=1)([CH3:4])([CH3:3])[CH3:2].Cl.[CH2:35]([O:37][C:38](=[O:42])[CH2:39][NH:40][CH3:41])[CH3:36].C([O-])(=O)C.[Na+].[BH3-]C#N.[Na+], predict the reaction product. The product is: [CH2:35]([O:37][C:38](=[O:42])[CH2:39][N:40]([CH2:32][C:15]1[N:16]([C:20]2[CH:21]=[CH:22][C:23]([O:26][CH:27]3[CH2:31][CH2:30][CH2:29][CH2:28]3)=[CH:24][CH:25]=2)[C:17]2[C:13]([CH:14]=1)=[CH:12][C:11]([C:8]1[CH:7]=[CH:6][C:5]([C:1]([CH3:4])([CH3:2])[CH3:3])=[CH:10][CH:9]=1)=[CH:19][CH:18]=2)[CH3:41])[CH3:36].